Dataset: Reaction yield outcomes from USPTO patents with 853,638 reactions. Task: Predict the reaction yield, written as a fraction of the theoretical maximum amount of product (1.0 means a 100% yield; for example, 0.34 means a 34% yield). (1) The reactants are [Cl:1][CH2:2][CH2:3][O:4][C:5]1[CH:14]=[C:13]2[C:8]([C:9](=O)[NH:10][CH:11]=[N:12]2)=[CH:7][C:6]=1[O:16][CH3:17].CN(C=O)C.S(Cl)([Cl:25])=O. No catalyst specified. The product is [Cl:25][C:9]1[C:8]2[C:13](=[CH:14][C:5]([O:4][CH2:3][CH2:2][Cl:1])=[C:6]([O:16][CH3:17])[CH:7]=2)[N:12]=[CH:11][N:10]=1. The yield is 0.590. (2) The reactants are [OH-].[Na+].C[O:4][C:5](=[O:17])[C:6]1[CH:11]=[C:10]([OH:12])[CH:9]=[C:8]([O:13][CH:14]([CH3:16])[CH3:15])[CH:7]=1. The catalyst is CO. The product is [OH:12][C:10]1[CH:9]=[C:8]([O:13][CH:14]([CH3:16])[CH3:15])[CH:7]=[C:6]([CH:11]=1)[C:5]([OH:17])=[O:4]. The yield is 0.870. (3) The reactants are Br[C:2]1[N:7]=[CH:6][C:5]([C:8]2[N:13]3[N:14]=[C:15]([C:24]4[CH:29]=[CH:28][N:27]=[CH:26][CH:25]=4)[C:16]([C:17]4[CH:18]=[C:19]([OH:23])[CH:20]=[CH:21][CH:22]=4)=[C:12]3[N:11]=[CH:10][CH:9]=2)=[CH:4][CH:3]=1.C(N(C(C)C)CC)(C)C.[N:39]12[CH2:46][CH2:45][C:42]([CH2:47][NH2:48])([CH2:43][CH2:44]1)[CH2:41][CH2:40]2. The catalyst is CS(C)=O. The product is [N:39]12[CH2:46][CH2:45][C:42]([CH2:47][NH:48][C:2]3[N:7]=[CH:6][C:5]([C:8]4[N:13]5[N:14]=[C:15]([C:24]6[CH:29]=[CH:28][N:27]=[CH:26][CH:25]=6)[C:16]([C:17]6[CH:18]=[C:19]([OH:23])[CH:20]=[CH:21][CH:22]=6)=[C:12]5[N:11]=[CH:10][CH:9]=4)=[CH:4][CH:3]=3)([CH2:43][CH2:44]1)[CH2:41][CH2:40]2. The yield is 0.110. (4) The reactants are [CH:1]1([CH2:6][C@H:7]([CH2:19][OH:20])[C:8]([NH:10][O:11][CH2:12][C:13]2[CH:18]=[CH:17][CH:16]=[CH:15][CH:14]=2)=O)[CH2:5][CH2:4][CH2:3][CH2:2]1.C1(P(C2C=CC=CC=2)C2C=CC=CC=2)C=CC=CC=1.N(C(OC(C)C)=O)=NC(OC(C)C)=O. The catalyst is C1COCC1. The product is [CH:1]1([CH2:6][C@@H:7]2[CH2:8][N:10]([O:11][CH2:12][C:13]3[CH:18]=[CH:17][CH:16]=[CH:15][CH:14]=3)[C:19]2=[O:20])[CH2:5][CH2:4][CH2:3][CH2:2]1. The yield is 0.810. (5) The reactants are [N:1]1([C:11]([O:13][CH3:14])=[O:12])[C:10]2[C:5](=[CH:6][CH:7]=[CH:8][CH:9]=2)[CH2:4][CH2:3][CH2:2]1.[Br:15]N1C(=O)CCC1=O.O. The catalyst is CN(C)C=O. The product is [Br:15][C:7]1[CH:6]=[C:5]2[C:10](=[CH:9][CH:8]=1)[N:1]([C:11]([O:13][CH3:14])=[O:12])[CH2:2][CH2:3][CH2:4]2. The yield is 0.950. (6) The yield is 0.300. The catalyst is C1COCC1. The reactants are [CH3:1][C:2]1[C:10]2[C:5](=[C:6]([CH3:11])[CH:7]=[CH:8][CH:9]=2)[NH:4][C:3]=1[C:12](OCC)=[O:13].[H-].[H-].[H-].[H-].[Li+].[Al+3]. The product is [CH3:1][C:2]1[C:10]2[C:5](=[C:6]([CH3:11])[CH:7]=[CH:8][CH:9]=2)[NH:4][C:3]=1[CH2:12][OH:13]. (7) The reactants are Cl[C:2]1[C:7]([N+:8]([O-:10])=[O:9])=[CH:6][CH:5]=[C:4]([Cl:11])[N:3]=1.C(=O)([O-])[O-].[K+].[K+].[NH2:18][C@H:19]([C:22]1[CH:27]=[CH:26][C:25]([F:28])=[CH:24][CH:23]=1)[CH2:20][OH:21]. The catalyst is C(#N)C. The product is [Cl:11][C:4]1[N:3]=[C:2]([NH:18][C@H:19]([C:22]2[CH:27]=[CH:26][C:25]([F:28])=[CH:24][CH:23]=2)[CH2:20][OH:21])[C:7]([N+:8]([O-:10])=[O:9])=[CH:6][CH:5]=1. The yield is 0.610. (8) The reactants are C([O:4][CH2:5][C:6]([CH3:51])([CH3:50])[CH2:7][N:8]1[C:14]2[CH:15]=[CH:16][C:17]([Cl:19])=[CH:18][C:13]=2[C@@H:12]([C:20]2[CH:25]=[CH:24][CH:23]=[C:22]([O:26][CH3:27])[C:21]=2[O:28][CH3:29])[O:11][C@H:10]([CH2:30][C:31]([NH:33][C:34]2[CH:35]=[CH:36][C:37]3[O:41][C:40]([C:42]([O:44]CC)=[O:43])=[C:39]([CH3:47])[C:38]=3[CH:48]=2)=[O:32])[C:9]1=[O:49])(=O)C.[OH-].[Na+].Cl. The catalyst is O1CCCC1.C(O)C. The product is [Cl:19][C:17]1[CH:16]=[CH:15][C:14]2[N:8]([CH2:7][C:6]([CH3:50])([CH3:51])[CH2:5][OH:4])[C:9](=[O:49])[C@@H:10]([CH2:30][C:31]([NH:33][C:34]3[CH:35]=[CH:36][C:37]4[O:41][C:40]([C:42]([OH:44])=[O:43])=[C:39]([CH3:47])[C:38]=4[CH:48]=3)=[O:32])[O:11][C@H:12]([C:20]3[CH:25]=[CH:24][CH:23]=[C:22]([O:26][CH3:27])[C:21]=3[O:28][CH3:29])[C:13]=2[CH:18]=1. The yield is 0.766. (9) The reactants are C([O:8][C:9]1[CH:10]=[C:11]([CH:17]2[CH2:21][NH:20][C:19](=[O:22])[CH2:18]2)[CH:12]=[CH:13][C:14]=1[O:15][CH3:16])C1C=CC=CC=1.[H][H]. The catalyst is CO.C(Cl)Cl.[Pd]. The product is [OH:8][C:9]1[CH:10]=[C:11]([CH:17]2[CH2:21][NH:20][C:19](=[O:22])[CH2:18]2)[CH:12]=[CH:13][C:14]=1[O:15][CH3:16]. The yield is 0.990. (10) The reactants are Br[C:2]1[CH:3]=[C:4]2[C:8](=[CH:9][CH:10]=1)[C:7](=[C:11]1[C:19]3[C:14](=[CH:15][CH:16]=[CH:17][CH:18]=3)[NH:13][C:12]1=[O:20])[O:6][CH2:5]2.[CH3:21][N:22]([CH3:26])[CH2:23][C:24]#[CH:25].C(N(CC)CC)C. The product is [CH3:21][N:22]([CH3:26])[CH2:23][C:24]#[C:25][C:2]1[CH:3]=[C:4]2[C:8](=[CH:9][CH:10]=1)[C:7](=[C:11]1[C:19]3[C:14](=[CH:15][CH:16]=[CH:17][CH:18]=3)[NH:13][C:12]1=[O:20])[O:6][CH2:5]2. The yield is 0.680. The catalyst is CN(C=O)C.CO.[Cu]I.C1C=CC([P]([Pd]([P](C2C=CC=CC=2)(C2C=CC=CC=2)C2C=CC=CC=2)([P](C2C=CC=CC=2)(C2C=CC=CC=2)C2C=CC=CC=2)[P](C2C=CC=CC=2)(C2C=CC=CC=2)C2C=CC=CC=2)(C2C=CC=CC=2)C2C=CC=CC=2)=CC=1.